This data is from Forward reaction prediction with 1.9M reactions from USPTO patents (1976-2016). The task is: Predict the product of the given reaction. (1) Given the reactants [C:1]1(/[CH:7]=[CH:8]\[CH2:9][O:10][C:11](=[O:22])[C:12](=[N+]=[N-])[C:13]([O:15][C:16]([CH3:19])([CH3:18])[CH3:17])=[O:14])[CH:6]=[CH:5][CH:4]=[CH:3][CH:2]=1.P(OCC)(OCC)OCC, predict the reaction product. The product is: [C:16]([O:15][C:13]([C:12]12[CH:7]([C:1]3[CH:6]=[CH:5][CH:4]=[CH:3][CH:2]=3)[CH:8]1[CH2:9][O:10][C:11]2=[O:22])=[O:14])([CH3:19])([CH3:18])[CH3:17]. (2) Given the reactants [CH2:1]([O:3][C:4](=[O:21])[C:5]([O:8][C:9]1[CH:14]=[CH:13][C:12]([CH:15]([C:17]([OH:19])=O)[CH3:16])=[CH:11][C:10]=1[CH3:20])([CH3:7])[CH3:6])[CH3:2].[F:22][C:23]([F:38])([F:37])[C:24]1[CH:29]=[CH:28][C:27]([C:30]2[CH:35]=[CH:34][C:33]([NH2:36])=[CH:32][CH:31]=2)=[CH:26][CH:25]=1, predict the reaction product. The product is: [CH2:1]([O:3][C:4](=[O:21])[C:5]([CH3:6])([O:8][C:9]1[CH:14]=[CH:13][C:12]([CH:15]([C:17](=[O:19])[NH:36][C:33]2[CH:34]=[CH:35][C:30]([C:27]3[CH:28]=[CH:29][C:24]([C:23]([F:22])([F:37])[F:38])=[CH:25][CH:26]=3)=[CH:31][CH:32]=2)[CH3:16])=[CH:11][C:10]=1[CH3:20])[CH3:7])[CH3:2].